Dataset: Reaction yield outcomes from USPTO patents with 853,638 reactions. Task: Predict the reaction yield, written as a fraction of the theoretical maximum amount of product (1.0 means a 100% yield; for example, 0.34 means a 34% yield). (1) The reactants are Cl[C:2]1[N:6]([CH3:7])[N:5]=[C:4]([CH3:8])[C:3]=1[C:9]#[N:10].[CH3:11][O-:12].[Na+]. The catalyst is CO.O. The product is [CH3:11][O:12][C:2]1[N:6]([CH3:7])[N:5]=[C:4]([CH3:8])[C:3]=1[C:9]#[N:10]. The yield is 0.452. (2) The product is [OH:1][C:2]1[CH:10]=[CH:9][C:5]([C:6]([O:8][CH3:14])=[O:7])=[CH:4][C:3]=1[N+:11]([O-:13])=[O:12]. The catalyst is CO.C1C=CC=CC=1. The yield is 0.790. The reactants are [OH:1][C:2]1[CH:10]=[CH:9][C:5]([C:6]([OH:8])=[O:7])=[CH:4][C:3]=1[N+:11]([O-:13])=[O:12].[CH3:14]CCCCC.[Si](C=[N+]=[N-])(C)(C)C. (3) The reactants are Br[CH2:2][C:3]1[CH:8]=[CH:7][C:6]([C:9]2[CH:10]=[C:11]([C:21]([NH:23][CH2:24][C:25]3[C:26](=[O:33])[NH:27][C:28]([CH3:32])=[CH:29][C:30]=3[CH3:31])=[O:22])[C:12]3[CH:17]=[N:16][N:15]([CH:18]([CH3:20])[CH3:19])[C:13]=3[N:14]=2)=[CH:5][CH:4]=1.[CH3:34][N:35]1[CH2:40][CH2:39][NH:38][CH2:37][CH2:36]1.O.CCOC(C)=O. The catalyst is CN(C=O)C. The product is [CH3:31][C:30]1[CH:29]=[C:28]([CH3:32])[NH:27][C:26](=[O:33])[C:25]=1[CH2:24][NH:23][C:21]([C:11]1[C:12]2[CH:17]=[N:16][N:15]([CH:18]([CH3:20])[CH3:19])[C:13]=2[N:14]=[C:9]([C:6]2[CH:5]=[CH:4][C:3]([CH2:2][N:38]3[CH2:39][CH2:40][N:35]([CH3:34])[CH2:36][CH2:37]3)=[CH:8][CH:7]=2)[CH:10]=1)=[O:22]. The yield is 0.0500. (4) The reactants are CS(O[CH2:6][CH2:7][O:8][C@H:9]1[CH2:14][CH2:13][C@H:12]([N:15]2[C:20](=[O:21])[C:19]([CH2:22][C:23]3[CH:28]=[CH:27][C:26]([C:29]4[CH:34]=[CH:33][CH:32]=[CH:31][C:30]=4[C:35]#[N:36])=[CH:25][CH:24]=3)=[C:18]([CH2:37][CH2:38][CH3:39])[N:17]3[N:40]=[CH:41][N:42]=[C:16]23)[CH2:11][CH2:10]1)(=O)=O.[NH:43]1[CH2:48][CH2:47][O:46][CH2:45][CH2:44]1.[I-].[Na+]. The catalyst is O1CCCC1. The product is [N:43]1([CH2:6][CH2:7][O:8][C@H:9]2[CH2:14][CH2:13][C@H:12]([N:15]3[C:20](=[O:21])[C:19]([CH2:22][C:23]4[CH:28]=[CH:27][C:26]([C:29]5[C:30]([C:35]#[N:36])=[CH:31][CH:32]=[CH:33][CH:34]=5)=[CH:25][CH:24]=4)=[C:18]([CH2:37][CH2:38][CH3:39])[N:17]4[N:40]=[CH:41][N:42]=[C:16]34)[CH2:11][CH2:10]2)[CH2:48][CH2:47][O:46][CH2:45][CH2:44]1. The yield is 1.00. (5) The reactants are [CH3:1][O:2][C:3]1[CH:13]=[CH:12][C:6]2[CH:7]=[C:8]([CH:10]=O)[O:9][C:5]=2[CH:4]=1.[CH3:14]OP(C(=[N+]=[N-])C(=O)C)(=O)OC.C([O-])([O-])=O.[K+].[K+]. The catalyst is CO. The product is [C:10]([C:8]1[O:9][C:5]2[CH:4]=[C:3]([O:2][CH3:1])[CH:13]=[CH:12][C:6]=2[CH:7]=1)#[CH:14]. The yield is 0.880. (6) The reactants are [NH2:1][C:2]1[CH:3]=[C:4]([CH:21]=[CH:22][CH:23]=1)[O:5][C:6]1[CH:7]=[CH:8][C:9]2[N:10]([CH:12]=[C:13]([NH:15][C:16]([CH:18]3[CH2:20][CH2:19]3)=[O:17])[N:14]=2)[N:11]=1.[CH3:24][C:25]1[C:26]([C:31](O)=[O:32])=[N:27][CH:28]=[CH:29][CH:30]=1.ON1C2C=CC=CC=2N=N1.C(N(CC)CC)C.Cl.CN(C)CCCN=C=NCC.C(=O)([O-])O.[Na+]. The catalyst is CN(C)C=O. The product is [CH:18]1([C:16]([NH:15][C:13]2[N:14]=[C:9]3[CH:8]=[CH:7][C:6]([O:5][C:4]4[CH:3]=[C:2]([NH:1][C:31]([C:26]5[C:25]([CH3:24])=[CH:30][CH:29]=[CH:28][N:27]=5)=[O:32])[CH:23]=[CH:22][CH:21]=4)=[N:11][N:10]3[CH:12]=2)=[O:17])[CH2:20][CH2:19]1. The yield is 0.710. (7) The reactants are BrCCBr.Br[CH2:6][CH2:7][CH:8]([O:11][CH3:12])[O:9][CH3:10].CN(OC)[C:15]([C@@H:17]1[O:22][CH2:21][CH2:20][N:19]([C:23]([O:25][C:26]([CH3:29])([CH3:28])[CH3:27])=[O:24])[CH2:18]1)=[O:16]. The catalyst is C1COCC1. The product is [CH3:10][O:9][CH:8]([O:11][CH3:12])[CH2:7][CH2:6][C:15]([C@@H:17]1[O:22][CH2:21][CH2:20][N:19]([C:23]([O:25][C:26]([CH3:29])([CH3:28])[CH3:27])=[O:24])[CH2:18]1)=[O:16]. The yield is 0.810. (8) The reactants are [CH3:1][N:2]1[CH2:7][CH2:6][NH:5][CH2:4][CH2:3]1.[NH2:8][C:9]1[N:18]=[C:17](Cl)[C:16]2[C:11](=[CH:12][C:13]([C:20]([O:22][CH3:23])=[O:21])=[CH:14][CH:15]=2)[N:10]=1.C(N(CC)CC)C. The catalyst is C(O)C. The product is [NH2:8][C:9]1[N:18]=[C:17]([N:5]2[CH2:6][CH2:7][N:2]([CH3:1])[CH2:3][CH2:4]2)[C:16]2[C:11](=[CH:12][C:13]([C:20]([O:22][CH3:23])=[O:21])=[CH:14][CH:15]=2)[N:10]=1. The yield is 0.500. (9) The reactants are [Cl:1][C:2]1[CH:3]=[C:4]([CH:15]=[CH:16][CH:17]=1)[CH2:5][CH:6]1[CH2:11][CH2:10][CH:9]([C:12](O)=[O:13])[CH2:8][CH2:7]1. The catalyst is O1CCCC1. The product is [Cl:1][C:2]1[CH:3]=[C:4]([CH:15]=[CH:16][CH:17]=1)[CH2:5][CH:6]1[CH2:7][CH2:8][CH:9]([CH2:12][OH:13])[CH2:10][CH2:11]1. The yield is 0.330. (10) The reactants are [Cl:1]N1C(=O)CCC1=O.[CH3:9][O:10][C:11](=[O:35])[C@H:12]([NH:24][C:25]([O:27][CH2:28][C:29]1[CH:34]=[CH:33][CH:32]=[CH:31][CH:30]=1)=[O:26])[CH2:13][C:14]1[CH:23]=[CH:22][C:17]2[NH:18][C:19](=[O:21])[O:20][C:16]=2[CH:15]=1. The catalyst is C(O)(=O)C. The product is [CH3:9][O:10][C:11](=[O:35])[C@H:12]([NH:24][C:25]([O:27][CH2:28][C:29]1[CH:30]=[CH:31][CH:32]=[CH:33][CH:34]=1)=[O:26])[CH2:13][C:14]1[C:23]([Cl:1])=[CH:22][C:17]2[NH:18][C:19](=[O:21])[O:20][C:16]=2[CH:15]=1. The yield is 0.320.